This data is from Catalyst prediction with 721,799 reactions and 888 catalyst types from USPTO. The task is: Predict which catalyst facilitates the given reaction. (1) Reactant: Br[C:2]1[CH:11]=[C:10]([F:12])[C:5]([C:6]([O:8][CH3:9])=[O:7])=[C:4]([F:13])[CH:3]=1.[C:14](=[O:21])([O:16][C:17]([CH3:20])([CH3:19])[CH3:18])[NH2:15].CC1(C)C2C(=C(P(C3C=CC=CC=3)C3C=CC=CC=3)C=CC=2)OC2C(P(C3C=CC=CC=3)C3C=CC=CC=3)=CC=CC1=2.C(=O)([O-])[O-].[Cs+].[Cs+]. Product: [C:17]([O:16][C:14]([NH:15][C:2]1[CH:11]=[C:10]([F:12])[C:5]([C:6]([O:8][CH3:9])=[O:7])=[C:4]([F:13])[CH:3]=1)=[O:21])([CH3:20])([CH3:19])[CH3:18]. The catalyst class is: 584. (2) Reactant: [CH3:1][C:2]1[CH:8]=[CH:7][C:5]([NH2:6])=[CH:4][C:3]=1[N+:9]([O-:11])=[O:10].[CH3:12][C:13]([O:16][C:17](O[C:17]([O:16][C:13]([CH3:15])([CH3:14])[CH3:12])=[O:18])=[O:18])([CH3:15])[CH3:14]. Product: [CH3:1][C:2]1[CH:8]=[CH:7][C:5]([NH:6][C:17](=[O:18])[O:16][C:13]([CH3:15])([CH3:14])[CH3:12])=[CH:4][C:3]=1[N+:9]([O-:11])=[O:10]. The catalyst class is: 1. (3) The catalyst class is: 5. Reactant: [F:1][CH:2]([F:30])[O:3][C:4]1[CH:5]=[C:6]([CH:23]=[CH:24][C:25]=1[O:26][CH:27]([F:29])[F:28])[N:7]([C:15]1[CH:20]=[CH:19][CH:18]=[C:17]([C:21]#[N:22])[CH:16]=1)[CH2:8][C:9]1[CH:10]=[N:11][CH:12]=[CH:13][CH:14]=1.[H-].[Na+].[CH:33]([NH:35][NH2:36])=O. Product: [F:30][CH:2]([F:1])[O:3][C:4]1[CH:5]=[C:6]([CH:23]=[CH:24][C:25]=1[O:26][CH:27]([F:29])[F:28])[N:7]([CH2:8][C:9]1[CH:10]=[N:11][CH:12]=[CH:13][CH:14]=1)[C:15]1[CH:20]=[CH:19][CH:18]=[C:17]([C:21]2[NH:36][N:35]=[CH:33][N:22]=2)[CH:16]=1. (4) Product: [CH2:1]([N:4]1[C:9]2[CH:10]=[C:11]([C:14]([OH:29])([C:25]([F:27])([F:26])[F:28])[CH:15]([C:17]3[CH:22]=[CH:21][C:20]([O:23][S:33]([C:32]([F:45])([F:44])[F:31])(=[O:35])=[O:34])=[CH:19][C:18]=3[Cl:24])[CH3:16])[CH:12]=[CH:13][C:8]=2[O:7][CH2:6][C:5]1=[O:30])[CH:2]=[CH2:3]. Reactant: [CH2:1]([N:4]1[C:9]2[CH:10]=[C:11]([C:14]([OH:29])([C:25]([F:28])([F:27])[F:26])[CH:15]([C:17]3[CH:22]=[CH:21][C:20]([OH:23])=[CH:19][C:18]=3[Cl:24])[CH3:16])[CH:12]=[CH:13][C:8]=2[O:7][CH2:6][C:5]1=[O:30])[CH:2]=[CH2:3].[F:31][C:32]([F:45])([F:44])[S:33](O[S:33]([C:32]([F:45])([F:44])[F:31])(=[O:35])=[O:34])(=[O:35])=[O:34].CCCCCCC. The catalyst class is: 4. (5) Reactant: [C:1]([N:8]1[CH2:13][CH2:12][CH2:11][CH2:10][CH:9]1[CH2:14][CH3:15])([O:3][C:4]([CH3:7])([CH3:6])[CH3:5])=[O:2].[CH3:16]N(CCN(C)C)C.[Li]C(CC)C.S(OC)(OC)(=O)=O. Product: [C:1]([N:8]1[CH:13]([CH3:16])[CH2:12][CH2:11][CH2:10][CH:9]1[CH2:14][CH3:15])([O:3][C:4]([CH3:7])([CH3:6])[CH3:5])=[O:2]. The catalyst class is: 316. (6) Reactant: Cl.[C:2]1([CH3:10])[CH:7]=[CH:6][C:5]([NH:8]N)=[CH:4][CH:3]=1.[C:11]([N:16]1[CH2:21][CH2:20][C:19](=O)[CH2:18][CH2:17]1)([O:13][CH2:14][CH3:15])=[O:12]. Product: [CH3:10][C:2]1[CH:7]=[CH:6][C:5]2[NH:8][C:19]3[CH2:20][CH2:21][N:16]([C:11]([O:13][CH2:14][CH3:15])=[O:12])[CH2:17][C:18]=3[C:4]=2[CH:3]=1. The catalyst class is: 14.